This data is from Full USPTO retrosynthesis dataset with 1.9M reactions from patents (1976-2016). The task is: Predict the reactants needed to synthesize the given product. (1) Given the product [N:46]1([C:44]2[N:45]=[C:40]([C:36]3[CH:35]=[C:34]([OH:33])[CH:39]=[CH:38][CH:37]=3)[C:41]3[CH2:54][CH2:53][N:52]([C:55]4[CH:60]=[CH:59][CH:58]=[CH:57][N:56]=4)[C:42]=3[N:43]=2)[CH2:47][CH2:48][O:49][CH2:50][CH2:51]1, predict the reactants needed to synthesize it. The reactants are: ClC1C(CCCl)=C(C2C=CC=C(OC)C=2)N=C(N2CCOCC2)N=1.NC1N=CC=CN=1.C[O:33][C:34]1[CH:35]=[C:36]([C:40]2[C:41]3[CH2:54][CH2:53][N:52]([C:55]4[CH:60]=[CH:59][CH:58]=[CH:57][N:56]=4)[C:42]=3[N:43]=[C:44]([N:46]3[CH2:51][CH2:50][O:49][CH2:48][CH2:47]3)[N:45]=2)[CH:37]=[CH:38][CH:39]=1. (2) Given the product [CH2:22]([N:26]1[C:34]2[CH:33]=[C:32]([C:35]([OH:37])=[O:36])[CH:31]=[C:30]3[N:38]([CH3:47])[S:39](=[O:45])(=[O:46])[CH:40]=[CH:41][C:28]([C:29]=23)=[CH:27]1)[CH2:23][CH2:24][CH3:25], predict the reactants needed to synthesize it. The reactants are: C(N1C2C=C(C(O)=O)C=C3N(C)S(=O)(=O)C=CC(C=23)=C1)C.[CH2:22]([N:26]1[C:34]2[CH:33]=[C:32]([C:35]([OH:37])=[O:36])[CH:31]=[C:30]3[N:38]([CH3:47])[S:39](=[O:46])(=[O:45])[C:40](C(O)=O)=[CH:41][C:28]([C:29]=23)=[CH:27]1)[CH2:23][CH2:24][CH3:25].